From a dataset of Full USPTO retrosynthesis dataset with 1.9M reactions from patents (1976-2016). Predict the reactants needed to synthesize the given product. (1) Given the product [CH2:1]([C:3]1[CH:12]=[C:7]([C:8]([O:10][CH3:11])=[O:9])[C:6]([C:25]2[CH:26]=[CH:27][C:22]([F:21])=[CH:23][CH:24]=2)=[CH:5][CH:4]=1)[CH3:2], predict the reactants needed to synthesize it. The reactants are: [CH2:1]([C:3]1[CH:4]=[CH:5][C:6](OS(C(F)(F)F)(=O)=O)=[C:7]([CH:12]=1)[C:8]([O:10][CH3:11])=[O:9])[CH3:2].[F:21][C:22]1[CH:27]=[CH:26][C:25](B(O)O)=[CH:24][CH:23]=1.C([O-])([O-])=O.[Na+].[Na+]. (2) The reactants are: [OH:1][C:2]1[CH:11]=[C:10]2[C:5]([CH2:6][CH2:7][CH2:8][C:9]2=[O:12])=[CH:4][CH:3]=1.[Br:13][C:14]1[CH:19]=[CH:18][C:17]([Cl:20])=[CH:16][C:15]=1[CH2:21]Br.C(=O)([O-])[O-].[K+].[K+]. Given the product [Br:13][C:14]1[CH:19]=[CH:18][C:17]([Cl:20])=[CH:16][C:15]=1[CH2:21][O:1][C:2]1[CH:11]=[C:10]2[C:5]([CH2:6][CH2:7][CH2:8][C:9]2=[O:12])=[CH:4][CH:3]=1, predict the reactants needed to synthesize it. (3) Given the product [CH:19]1([CH:14]([C:12]2[O:13][C:9]3[CH:8]=[CH:7][C:6]([N:5]([CH2:4][CH2:3][O:2][CH3:1])[CH3:18])=[CH:17][C:10]=3[C:11]=2[CH3:16])[OH:15])[CH2:24][CH2:23][CH2:22][CH2:21][CH2:20]1, predict the reactants needed to synthesize it. The reactants are: [CH3:1][O:2][CH2:3][CH2:4][N:5]([CH3:18])[C:6]1[CH:7]=[CH:8][C:9]2[O:13][C:12]([CH:14]=[O:15])=[C:11]([CH3:16])[C:10]=2[CH:17]=1.[CH:19]1([Mg]Br)[CH2:24][CH2:23][CH2:22][CH2:21][CH2:20]1.